From a dataset of Reaction yield outcomes from USPTO patents with 853,638 reactions. Predict the reaction yield, written as a fraction of the theoretical maximum amount of product (1.0 means a 100% yield; for example, 0.34 means a 34% yield). (1) The reactants are [O:1]=[C:2]1[NH:7][CH2:6][CH2:5][NH:4][CH:3]1[CH2:8][C:9]([O:11][CH2:12][CH3:13])=[O:10].[Cl:14][C:15]1[S:19][C:18]([O:20][CH2:21][C:22](O)=[O:23])=[CH:17][CH:16]=1.CCN(C(C)C)C(C)C.F[P-](F)(F)(F)(F)F.N1(O[P+](N(C)C)(N(C)C)N(C)C)C2C=CC=CC=2N=N1. The catalyst is CN(C=O)C.CCOC(C)=O.O. The product is [Cl:14][C:15]1[S:19][C:18]([O:20][CH2:21][C:22]([N:4]2[CH2:5][CH2:6][NH:7][C:2](=[O:1])[CH:3]2[CH2:8][C:9]([O:11][CH2:12][CH3:13])=[O:10])=[O:23])=[CH:17][CH:16]=1. The yield is 0.720. (2) The reactants are [CH3:1][CH:2]1[CH2:6][O:5][C:4](=O)[CH2:3]1.S(Cl)([Cl:10])=O.[CH3:12][OH:13]. No catalyst specified. The product is [CH3:12][O:13][C:4](=[O:5])[CH2:3][CH:2]([CH3:1])[CH2:6][Cl:10]. The yield is 0.870. (3) The catalyst is C(#N)C. The reactants are [CH:1]1([N:4]2[C:8]([C:9]3[CH:10]=[C:11]4[N:20]([CH3:21])[CH:19]=[CH:18][C:12]4=[N:13][C:14]=3[C@@H:15]([NH2:17])[CH3:16])=[CH:7][CH:6]=[N:5]2)[CH2:3][CH2:2]1.Cl[C:23]1[N:31]=[C:30]([NH2:32])[N:29]=[C:28]2[C:24]=1[N:25]=[CH:26][NH:27]2.C(N(C(C)C)C(C)C)C. The yield is 0.0920. The product is [CH:1]1([N:4]2[C:8]([C:9]3[CH:10]=[C:11]4[N:20]([CH3:21])[CH:19]=[CH:18][C:12]4=[N:13][C:14]=3[C@@H:15]([NH:17][C:23]3[N:31]=[C:30]([NH2:32])[N:29]=[C:28]4[C:24]=3[N:25]=[CH:26][NH:27]4)[CH3:16])=[CH:7][CH:6]=[N:5]2)[CH2:2][CH2:3]1. (4) The reactants are [OH-].[Na+].C1(C)C=CC=CC=1.Br[CH2:11][CH2:12][O:13][C:14]1[CH:15]=[C:16]([CH:19]=[CH:20][C:21]=1[F:22])[CH:17]=[O:18].O. The catalyst is S([O-])(O)(=O)=O.C([N+](CCCC)(CCCC)CCCC)CCC.C(OCC)(=O)C. The product is [F:22][C:21]1[CH:20]=[CH:19][C:16]([CH:17]=[O:18])=[CH:15][C:14]=1[O:13][CH:12]=[CH2:11]. The yield is 0.490. (5) The reactants are C[O:2][C:3]1[CH:4]=[CH:5][C:6]2[C:10]([O:11][C:12]3[CH:25]=[CH:24][C:15](/[CH:16]=[CH:17]/[C:18]4[N:22]([CH3:23])[N:21]=[N:20][N:19]=4)=[CH:14][CH:13]=3)=[C:9]([C:26]3[CH:31]=[CH:30][C:29]([O:32]C)=[CH:28][CH:27]=3)[S:8][C:7]=2[CH:34]=1.B(Br)(Br)Br. The catalyst is C(Cl)Cl. The product is [OH:32][C:29]1[CH:28]=[CH:27][C:26]([C:9]2[S:8][C:7]3[CH:34]=[C:3]([OH:2])[CH:4]=[CH:5][C:6]=3[C:10]=2[O:11][C:12]2[CH:25]=[CH:24][C:15](/[CH:16]=[CH:17]/[C:18]3[N:22]([CH3:23])[N:21]=[N:20][N:19]=3)=[CH:14][CH:13]=2)=[CH:31][CH:30]=1. The yield is 0.350.